From a dataset of Reaction yield outcomes from USPTO patents with 853,638 reactions. Predict the reaction yield, written as a fraction of the theoretical maximum amount of product (1.0 means a 100% yield; for example, 0.34 means a 34% yield). The reactants are [N:1]12[CH2:8][CH2:7][C:4]([C:9]([C:17]3[CH:22]=[CH:21][CH:20]=[CH:19][CH:18]=3)([C:11]3[CH:16]=[CH:15][CH:14]=[CH:13][CH:12]=3)[OH:10])([CH2:5][CH2:6]1)[CH2:3][CH2:2]2.[Br:23][CH2:24][CH2:25][O:26][CH2:27][C:28]1[CH:33]=[CH:32][CH:31]=[C:30]([F:34])[CH:29]=1. The catalyst is CC#N.C(Cl)(Cl)Cl. The product is [Br-:23].[F:34][C:30]1[CH:29]=[C:28]([CH2:27][O:26][CH2:25][CH2:24][N+:1]23[CH2:6][CH2:5][C:4]([C:9]([OH:10])([C:17]4[CH:22]=[CH:21][CH:20]=[CH:19][CH:18]=4)[C:11]4[CH:12]=[CH:13][CH:14]=[CH:15][CH:16]=4)([CH2:3][CH2:2]2)[CH2:7][CH2:8]3)[CH:33]=[CH:32][CH:31]=1. The yield is 0.300.